Dataset: Forward reaction prediction with 1.9M reactions from USPTO patents (1976-2016). Task: Predict the product of the given reaction. (1) Given the reactants [CH2:1](O)[CH:2]=[CH2:3].S(Cl)(Cl)=O.[Cl:9][C:10]1[N:11]=[CH:12][C:13]([NH:16][C:17](=[O:23])[CH2:18][CH2:19][C:20]([OH:22])=[O:21])=[N:14][CH:15]=1, predict the reaction product. The product is: [Cl:9][C:10]1[N:11]=[CH:12][C:13]([NH:16][C:17](=[O:23])[CH2:18][CH2:19][C:20]([O:22][CH2:3][CH:2]=[CH2:1])=[O:21])=[N:14][CH:15]=1. (2) Given the reactants [CH2:1]([C:3]1[C:8]([C:9]2[CH:10]=[N:11][C:12]([C:15]3[CH:16]=[N:17][C:18]([O:25][CH:26]([CH3:28])[CH3:27])=[C:19]([C:21]([F:24])([F:23])[F:22])[CH:20]=3)=[N:13][CH:14]=2)=[CH:7][CH:6]=[CH:5][C:4]=1[CH2:29][CH2:30][CH2:31][C:32]([O:34]CC)=[O:33])[CH3:2].[OH-].[Na+], predict the reaction product. The product is: [CH2:1]([C:3]1[C:8]([C:9]2[CH:10]=[N:11][C:12]([C:15]3[CH:16]=[N:17][C:18]([O:25][CH:26]([CH3:28])[CH3:27])=[C:19]([C:21]([F:24])([F:22])[F:23])[CH:20]=3)=[N:13][CH:14]=2)=[CH:7][CH:6]=[CH:5][C:4]=1[CH2:29][CH2:30][CH2:31][C:32]([OH:34])=[O:33])[CH3:2]. (3) Given the reactants [Cl:1][C:2]1[C:7]([Cl:8])=[CH:6][CH:5]=[CH:4][C:3]=1[C:9]1[CH:10]=[C:11]2[C:16]3=[C:17]([C@@H:19]4[CH2:24][NH:23][CH2:22][CH2:21][C@@H:20]4[N:15]3[CH2:14][CH2:13][CH2:12]2)[CH:18]=1.Br[CH2:26][CH2:27][CH2:28][CH:29]=[CH2:30].N, predict the reaction product. The product is: [Cl:1][C:2]1[C:7]([Cl:8])=[CH:6][CH:5]=[CH:4][C:3]=1[C:9]1[CH:10]=[C:11]2[C:16]3=[C:17]([C@@H:19]4[CH2:24][N:23]([CH2:30][CH2:29][CH2:28][CH:27]=[CH2:26])[CH2:22][CH2:21][C@@H:20]4[N:15]3[CH2:14][CH2:13][CH2:12]2)[CH:18]=1. (4) Given the reactants [Mg].II.[CH3:4][C:5]1[C:10]([CH3:11])=[CH:9][CH:8]=[CH:7][C:6]=1Cl.[C:13]([C:17]1[CH:22]=[CH:21][C:20](Br)=[CH:19][CH:18]=1)([CH3:16])([CH3:15])[CH3:14].Cl, predict the reaction product. The product is: [C:13]([C:17]1[CH:22]=[CH:21][C:20]([C:6]2[CH:7]=[CH:8][CH:9]=[C:10]([CH3:11])[C:5]=2[CH3:4])=[CH:19][CH:18]=1)([CH3:16])([CH3:15])[CH3:14]. (5) Given the reactants Br[CH:2]([C:4]1[CH:9]=[CH:8][C:7]([N+:10]([O-:12])=[O:11])=[CH:6][CH:5]=1)[CH3:3].C(=O)([O-])[O-].[K+].[K+].[NH:19]1[CH2:24][CH2:23][O:22][CH2:21][CH2:20]1, predict the reaction product. The product is: [N+:10]([C:7]1[CH:8]=[CH:9][C:4]([CH:2]([N:19]2[CH2:24][CH2:23][O:22][CH2:21][CH2:20]2)[CH3:3])=[CH:5][CH:6]=1)([O-:12])=[O:11]. (6) Given the reactants [Br:1][CH2:2][C:3]([C:5]1[CH:10]=[CH:9][C:8]([OH:11])=[CH:7][CH:6]=1)=[O:4].[CH3:12][C:13]1[N:14]=[CH:15][S:16][C:17]=1[CH3:18].COC(C)(C)C, predict the reaction product. The product is: [Br-:1].[OH:11][C:8]1[CH:9]=[CH:10][C:5]([C:3](=[O:4])[CH2:2][N+:14]2[C:13]([CH3:12])=[C:17]([CH3:18])[S:16][CH:15]=2)=[CH:6][CH:7]=1.